This data is from Forward reaction prediction with 1.9M reactions from USPTO patents (1976-2016). The task is: Predict the product of the given reaction. (1) Given the reactants [CH3:1][C:2]1[C:7]([OH:8])=[CH:6][CH:5]=[C:4]([CH3:9])[N:3]=1.[H-].[Na+].[Br:12][C:13]1[CH:14]=[C:15]([N+]([O-])=O)[C:16]([C:19]#[N:20])=[N:17][CH:18]=1.O, predict the reaction product. The product is: [Br:12][C:13]1[CH:14]=[C:15]([O:8][C:7]2[C:2]([CH3:1])=[N:3][C:4]([CH3:9])=[CH:5][CH:6]=2)[C:16]([C:19]#[N:20])=[N:17][CH:18]=1. (2) Given the reactants [Cl:1][C:2]1[CH:3]=[C:4]([C@@H:8]([OH:35])[CH2:9][NH:10][CH2:11][CH2:12][CH2:13][C:14]2[CH:19]=[CH:18][C:17]([S:20]([C:23]3[CH:33]=[CH:32][C:26]([C:27]([O:29]CC)=[O:28])=[C:25]([CH3:34])[CH:24]=3)(=[O:22])=[O:21])=[CH:16][CH:15]=2)[CH:5]=[CH:6][CH:7]=1.[OH-].[Na+:37], predict the reaction product. The product is: [Cl:1][C:2]1[CH:3]=[C:4]([C@@H:8]([OH:35])[CH2:9][NH:10][CH2:11][CH2:12][CH2:13][C:14]2[CH:15]=[CH:16][C:17]([S:20]([C:23]3[CH:33]=[CH:32][C:26]([C:27]([O-:29])=[O:28])=[C:25]([CH3:34])[CH:24]=3)(=[O:21])=[O:22])=[CH:18][CH:19]=2)[CH:5]=[CH:6][CH:7]=1.[Na+:37]. (3) Given the reactants [C:1]([O:5][C:6]([N:8]1[CH2:13][CH2:12][CH:11]([OH:14])[CH2:10][CH2:9]1)=[O:7])([CH3:4])([CH3:3])[CH3:2].[Cl:15][C:16]1[CH:21]=[C:20]([N+:22]([O-:24])=[O:23])[CH:19]=[CH:18][C:17]=1O.C1(P(C2C=CC=CC=2)C2C=CC=CC=2)C=CC=CC=1.N(C(OCC)=O)=NC(OCC)=O, predict the reaction product. The product is: [C:1]([O:5][C:6]([N:8]1[CH2:13][CH2:12][CH:11]([O:14][C:17]2[CH:18]=[CH:19][C:20]([N+:22]([O-:24])=[O:23])=[CH:21][C:16]=2[Cl:15])[CH2:10][CH2:9]1)=[O:7])([CH3:4])([CH3:2])[CH3:3]. (4) Given the reactants S(Cl)(Cl)=O.[Cl:5][C:6]1[C:7]([NH:18][CH2:19][C:20]2[CH:25]=[CH:24][CH:23]=[CH:22][CH:21]=2)=[N:8][C:9]([CH:15]2[CH2:17][CH2:16]2)=[N:10][C:11]=1[C:12]([OH:14])=[O:13].C(=O)(O)[O-].[Na+].[CH2:31](O)[CH3:32], predict the reaction product. The product is: [Cl:5][C:6]1[C:7]([NH:18][CH2:19][C:20]2[CH:25]=[CH:24][CH:23]=[CH:22][CH:21]=2)=[N:8][C:9]([CH:15]2[CH2:16][CH2:17]2)=[N:10][C:11]=1[C:12]([O:14][CH2:31][CH3:32])=[O:13]. (5) Given the reactants [F:1][C:2]1[CH:7]=[C:6]([C:8]([F:11])([F:10])[F:9])[CH:5]=[C:4]([O:12][CH2:13][CH2:14][CH2:15][S:16]([CH3:19])(=[O:18])=[O:17])[CH:3]=1.[Br:20]Br.C([O-])(O)=O.[Na+], predict the reaction product. The product is: [Br:20][C:7]1[C:6]([C:8]([F:9])([F:11])[F:10])=[CH:5][C:4]([O:12][CH2:13][CH2:14][CH2:15][S:16]([CH3:19])(=[O:17])=[O:18])=[CH:3][C:2]=1[F:1].